The task is: Predict the reactants needed to synthesize the given product.. This data is from Full USPTO retrosynthesis dataset with 1.9M reactions from patents (1976-2016). (1) Given the product [NH2:1][C:2]1[S:6][C:5]([C:7]2[CH:8]=[CH:9][C:10]([Cl:13])=[CH:11][CH:12]=2)=[N:4][C:3]=1[C:14]([NH:17][C@@H:18]([CH:23]1[CH2:28][CH2:27][CH2:26][CH2:25][CH2:24]1)[C:19]([O:21][CH3:22])=[O:20])=[O:16], predict the reactants needed to synthesize it. The reactants are: [NH2:1][C:2]1[S:6][C:5]([C:7]2[CH:12]=[CH:11][C:10]([Cl:13])=[CH:9][CH:8]=2)=[N:4][C:3]=1[C:14]([OH:16])=O.[NH2:17][C@@H:18]([CH:23]1[CH2:28][CH2:27][CH2:26][CH2:25][CH2:24]1)[C:19]([O:21][CH3:22])=[O:20].C(N(CC)CC)C.CN(C(ON1N=NC2C=CC=NC1=2)=[N+](C)C)C.F[P-](F)(F)(F)(F)F. (2) Given the product [CH:36]([C:39]1[CH:44]=[CH:43][CH:42]=[CH:41][C:40]=1[N:45]1[C:56](=[O:58])[CH2:57][S:47]/[C:46]/1=[N:48]\[C:53]([NH:52][CH2:22][CH2:21][C:18]1[CH:19]=[CH:20][C:15]([C:12]2[N:13]=[CH:14][N:10]([C:7]3[CH:6]=[CH:5][C:4]([O:3][C:2]([F:29])([F:28])[F:1])=[CH:9][CH:8]=3)[N:11]=2)=[CH:16][CH:17]=1)=[O:54])([CH3:38])[CH3:37], predict the reactants needed to synthesize it. The reactants are: [F:1][C:2]([F:29])([F:28])[O:3][C:4]1[CH:9]=[CH:8][C:7]([N:10]2[CH:14]=[N:13][C:12]([C:15]3[CH:20]=[CH:19][C:18]([CH2:21][CH2:22]C(N=[N+]=[N-])=O)=[CH:17][CH:16]=3)=[N:11]2)=[CH:6][CH:5]=1.C(=O)([O-])[O-].[Cs+].[Cs+].[CH:36]([C:39]1[CH:44]=[CH:43][CH:42]=[CH:41][C:40]=1[NH:45][C:46]([NH2:48])=[S:47])([CH3:38])[CH3:37].NC([NH:52][C:53](N)=[O:54])=S.[C:56]([O-])(=[O:58])[CH3:57].[Na+].BrCC(OC)=O. (3) Given the product [F:1][C:2]([F:32])([F:31])[S:3]([O:6][C:7]1[CH:12]=[CH:11][CH:10]=[C:9]([C:13]2([C:23]3[CH:28]=[CH:27][C:26]([F:29])=[C:25]([C:37]4[CH:38]=[N:33][CH:34]=[N:35][CH:36]=4)[CH:24]=3)[C:21]3[C:16](=[CH:17][CH:18]=[CH:19][CH:20]=3)[C:15]([NH2:22])=[N:14]2)[CH:8]=1)(=[O:5])=[O:4], predict the reactants needed to synthesize it. The reactants are: [F:1][C:2]([F:32])([F:31])[S:3]([O:6][C:7]1[CH:12]=[CH:11][CH:10]=[C:9]([C:13]2([C:23]3[CH:28]=[CH:27][C:26]([F:29])=[C:25](Br)[CH:24]=3)[C:21]3[C:16](=[CH:17][CH:18]=[CH:19][CH:20]=3)[C:15]([NH2:22])=[N:14]2)[CH:8]=1)(=[O:5])=[O:4].[N:33]1[CH:38]=[C:37](B(O)O)[CH:36]=[N:35][CH:34]=1.C([O-])(=O)C.[K+].COC=COC. (4) Given the product [C:28]([O:31][CH2:32][C:33]1[CH:34]=[CH:35][C:36]([CH2:40][C:41]2[CH:42]=[CH:43][C:44]([O:47][CH:48]3[CH2:2][CH2:1]3)=[CH:45][CH:46]=2)=[C:37]([OH:39])[CH:38]=1)(=[O:30])[CH3:29], predict the reactants needed to synthesize it. The reactants are: [C:1](OC=C)(=O)[CH3:2].CCCC[Sn](Cl)(O[Sn](Cl)(CCCC)CCCC)CCCC.[C:28]([O:31][CH2:32][C:33]1[CH:34]=[CH:35][C:36]([CH2:40][C:41]2[CH:46]=[CH:45][C:44]([O:47][CH3:48])=[CH:43][CH:42]=2)=[C:37]([OH:39])[CH:38]=1)(=[O:30])[CH3:29]. (5) Given the product [CH3:1][N:2]1[C:10]2[C:5](=[CH:6][C:7]([C:22]3[CH:23]=[N:24][CH:25]=[C:26]([C:28]4([CH3:33])[O:32][CH2:31][CH2:30][O:29]4)[CH:27]=3)=[CH:8][CH:9]=2)[CH2:4][C:3]1=[O:20], predict the reactants needed to synthesize it. The reactants are: [CH3:1][N:2]1[C:10]2[C:5](=[CH:6][C:7](B3OC(C)(C)C(C)(C)O3)=[CH:8][CH:9]=2)[CH2:4][C:3]1=[O:20].Br[C:22]1[CH:23]=[N:24][CH:25]=[C:26]([C:28]2([CH3:33])[O:32][CH2:31][CH2:30][O:29]2)[CH:27]=1.COCCOC.C(=O)([O-])[O-].[Na+].[Na+]. (6) Given the product [C:1]([C:5]1[N:6]2[CH:31]=[N:30][N:29]=[C:7]2[C:8]2[CH:14]=[C:13]([C:15]3[CH:16]=[CH:17][C:18]([Cl:21])=[CH:19][CH:20]=3)[C:12]([C:22]3[CH:27]=[CH:26][CH:25]=[CH:24][C:23]=3[Cl:28])=[N:11][C:9]=2[N:10]=1)([CH3:4])([CH3:2])[CH3:3], predict the reactants needed to synthesize it. The reactants are: [C:1]([C:5]1[N:6]=[C:7]([NH:29][NH2:30])[C:8]2[CH:14]=[C:13]([C:15]3[CH:20]=[CH:19][C:18]([Cl:21])=[CH:17][CH:16]=3)[C:12]([C:22]3[CH:27]=[CH:26][CH:25]=[CH:24][C:23]=3[Cl:28])=[N:11][C:9]=2[N:10]=1)([CH3:4])([CH3:3])[CH3:2].[CH2:31](OC(OCC)OCC)C.